Predict the product of the given reaction. From a dataset of Forward reaction prediction with 1.9M reactions from USPTO patents (1976-2016). (1) The product is: [C:24]([NH:28][C:21]([C:11]1[CH:10]=[C:9]([C:6]2[CH:5]=[CH:4][C:3]([O:2][CH3:1])=[CH:8][N:7]=2)[N:13]([C:14]2[CH:15]=[N:16][C:17]([CH3:20])=[CH:18][CH:19]=2)[N:12]=1)=[O:22])([CH3:27])([CH3:26])[CH3:25]. Given the reactants [CH3:1][O:2][C:3]1[CH:4]=[CH:5][C:6]([C:9]2[N:13]([C:14]3[CH:15]=[N:16][C:17]([CH3:20])=[CH:18][CH:19]=3)[N:12]=[C:11]([C:21](O)=[O:22])[CH:10]=2)=[N:7][CH:8]=1.[C:24]([NH2:28])([CH3:27])([CH3:26])[CH3:25], predict the reaction product. (2) Given the reactants [O:1]=[S:2]1(=[O:41])[CH2:7][CH2:6][N:5]([CH2:8][C:9]2[CH:14]=[CH:13][C:12]([NH:15][C:16](=[O:40])[C:17]3[CH:22]=[CH:21][C:20]([C:23]4[CH:28]=[CH:27][C:26]([C:29]5[NH:33][C:32]([C@@H:34]6[CH2:38][CH2:37][CH2:36][NH:35]6)=[N:31][CH:30]=5)=[CH:25][C:24]=4[CH3:39])=[CH:19][CH:18]=3)=[CH:11][CH:10]=2)[CH2:4][CH2:3]1.[CH3:42][O:43][C:44]([NH:46][C@@H:47]([CH:51]([CH3:53])[CH3:52])[C:48](O)=[O:49])=[O:45], predict the reaction product. The product is: [O:41]=[S:2]1(=[O:1])[CH2:7][CH2:6][N:5]([CH2:8][C:9]2[CH:10]=[CH:11][C:12]([NH:15][C:16]([C:17]3[CH:18]=[CH:19][C:20]([C:23]4[CH:28]=[CH:27][C:26]([C:29]5[NH:33][C:32]([C@@H:34]6[CH2:38][CH2:37][CH2:36][N:35]6[C:48]([C@@H:47]([NH:46][C:44](=[O:45])[O:43][CH3:42])[CH:51]([CH3:53])[CH3:52])=[O:49])=[N:31][CH:30]=5)=[CH:25][C:24]=4[CH3:39])=[CH:21][CH:22]=3)=[O:40])=[CH:13][CH:14]=2)[CH2:4][CH2:3]1. (3) Given the reactants S(Cl)([Cl:3])=O.O[CH2:6][CH:7]1[O:11][C:10](=[O:12])[NH:9][C:8]1([CH3:14])[CH3:13], predict the reaction product. The product is: [Cl:3][CH2:6][CH:7]1[O:11][C:10](=[O:12])[NH:9][C:8]1([CH3:14])[CH3:13]. (4) Given the reactants [Cl:1][C:2]1[N:6]2[C:7]3[CH:28]=[CH:27][C:26]([Cl:29])=[CH:25][C:8]=3[CH:9]([C:15]3[CH:20]=[CH:19][CH:18]=[C:17]([O:21][CH3:22])[C:16]=3[O:23][CH3:24])[O:10][CH:11]([CH2:12][CH2:13][OH:14])[C:5]2=[N:4][C:3]=1[Cl:30].C(N(CC)CC)C.[CH3:38][S:39](Cl)(=[O:41])=[O:40].C(=O)([O-])O.[Na+], predict the reaction product. The product is: [CH3:38][S:39]([O:14][CH2:13][CH2:12][CH:11]1[O:10][CH:9]([C:15]2[CH:20]=[CH:19][CH:18]=[C:17]([O:21][CH3:22])[C:16]=2[O:23][CH3:24])[C:8]2[CH:25]=[C:26]([Cl:29])[CH:27]=[CH:28][C:7]=2[N:6]2[C:2]([Cl:1])=[C:3]([Cl:30])[N:4]=[C:5]12)(=[O:41])=[O:40]. (5) Given the reactants C([SiH](CC)CC)C.[CH3:8][C:9]1([CH3:23])[C:18](=O)[C:17]2[C:12](=[CH:13][CH:14]=[C:15]([S:20][CH3:21])[CH:16]=2)[NH:11][C:10]1=[O:22].C(=O)([O-])[O-].[K+].[K+], predict the reaction product. The product is: [CH3:8][C:9]1([CH3:23])[CH2:18][C:17]2[C:12](=[CH:13][CH:14]=[C:15]([S:20][CH3:21])[CH:16]=2)[NH:11][C:10]1=[O:22]. (6) Given the reactants [OH:1][C@@H:2]([CH2:6]/[CH:7]=[C:8](/[CH3:12])\[CH2:9][CH:10]=[CH2:11])[C:3](=[O:5])[CH3:4].[C:13]([Si:17]([CH3:45])([CH3:44])[O:18][C@H:19]([C:24]([CH3:43])([CH3:42])[C:25](=[O:41])[C@H:26]([CH3:40])[C@@H:27]([O:32][Si:33]([C:36]([CH3:39])([CH3:38])[CH3:37])([CH3:35])[CH3:34])[C@@H:28]([CH3:31])[CH:29]=[CH2:30])[CH2:20][C:21](O)=[O:22])([CH3:16])([CH3:15])[CH3:14], predict the reaction product. The product is: [C:3]([C@@H:2]([O:1][C:21](=[O:22])[CH2:20][C@H:19]([O:18][Si:17]([C:13]([CH3:14])([CH3:16])[CH3:15])([CH3:45])[CH3:44])[C:24]([CH3:43])([CH3:42])[C:25](=[O:41])[C@H:26]([CH3:40])[C@@H:27]([O:32][Si:33]([C:36]([CH3:37])([CH3:38])[CH3:39])([CH3:35])[CH3:34])[C@@H:28]([CH3:31])[CH:29]=[CH2:30])[CH2:6]/[CH:7]=[C:8](/[CH3:12])\[CH2:9][CH:10]=[CH2:11])(=[O:5])[CH3:4]. (7) Given the reactants C[O:2][C:3]([C:5]1[CH:14]=[CH:13][C:12]2[C:7](=[CH:8][CH:9]=[CH:10][C:11]=2[N:15]=[CH:16][C:17]([OH:35])([C:31]([F:34])([F:33])[F:32])[CH2:18][C:19]2([C:22]3[CH:27]=[C:26]([F:28])[CH:25]=[CH:24][C:23]=3[O:29][CH3:30])[CH2:21][CH2:20]2)[N:6]=1)=O.[BH4-].[Na+], predict the reaction product. The product is: [F:28][C:26]1[CH:25]=[CH:24][C:23]([O:29][CH3:30])=[C:22]([C:19]2([CH2:18][C:17]([C:31]([F:32])([F:33])[F:34])([OH:35])[CH2:16][NH:15][C:11]3[CH:10]=[CH:9][CH:8]=[C:7]4[C:12]=3[CH:13]=[CH:14][C:5]([CH2:3][OH:2])=[N:6]4)[CH2:21][CH2:20]2)[CH:27]=1.